Task: Predict the reaction yield, written as a fraction of the theoretical maximum amount of product (1.0 means a 100% yield; for example, 0.34 means a 34% yield).. Dataset: Reaction yield outcomes from USPTO patents with 853,638 reactions The reactants are CC(C[AlH]CC(C)C)C.[CH3:10][O:11][C:12]1[CH:17]=[CH:16][C:15]([C:18]2([C:21]#N)[CH2:20][CH2:19]2)=[CH:14][C:13]=1[O:23][C:24]([F:27])([F:26])[F:25].Cl.C1C[O:32]CC1. No catalyst specified. The product is [CH3:10][O:11][C:12]1[CH:17]=[CH:16][C:15]([C:18]2([CH:21]=[O:32])[CH2:20][CH2:19]2)=[CH:14][C:13]=1[O:23][C:24]([F:27])([F:26])[F:25]. The yield is 0.710.